From a dataset of TCR-epitope binding with 47,182 pairs between 192 epitopes and 23,139 TCRs. Binary Classification. Given a T-cell receptor sequence (or CDR3 region) and an epitope sequence, predict whether binding occurs between them. (1) The epitope is GTSGSPIVNR. The TCR CDR3 sequence is CASSSGSYEQFF. Result: 1 (the TCR binds to the epitope). (2) The epitope is SSNVANYQK. The TCR CDR3 sequence is CSVGTGVSEAFF. Result: 1 (the TCR binds to the epitope). (3) The epitope is TPRVTGGGAM. The TCR CDR3 sequence is CASSPGTSVTDTQYF. Result: 0 (the TCR does not bind to the epitope). (4) The epitope is ELAGIGILTV. The TCR CDR3 sequence is CASSQDIPTGSGLLSELFF. Result: 1 (the TCR binds to the epitope).